Dataset: Full USPTO retrosynthesis dataset with 1.9M reactions from patents (1976-2016). Task: Predict the reactants needed to synthesize the given product. (1) Given the product [C:18]([O:22][C:23]([N:10]1[CH2:9][C@@H:8]([CH3:17])[N:7]2[C@H:12]([CH2:13][C:14]3[C:6]2=[N:5][C:4]([C@H:2]([OH:1])[CH3:3])=[CH:16][CH:15]=3)[CH2:11]1)=[O:24])([CH3:21])([CH3:20])[CH3:19], predict the reactants needed to synthesize it. The reactants are: [OH:1][C@@H:2]([C:4]1[N:5]=[C:6]2[C:14](=[CH:15][CH:16]=1)[CH2:13][C@H:12]1[N:7]2[C@H:8]([CH3:17])[CH2:9][NH:10][CH2:11]1)[CH3:3].[C:18]([O:22][C:23](O[C:23]([O:22][C:18]([CH3:21])([CH3:20])[CH3:19])=[O:24])=[O:24])([CH3:21])([CH3:20])[CH3:19]. (2) Given the product [CH2:1]([C:3]1[CH:9]=[CH:8][CH:7]=[CH:6][C:4]=1[NH:5][C:42](=[O:43])[C:41]1[CH:45]=[CH:46][CH:47]=[CH:48][C:40]=1[CH2:39][N:20]1[C:21]2[C:26](=[CH:25][CH:24]=[CH:23][CH:22]=2)[C:27]2([CH2:31][O:30][C:29]3[CH:32]=[C:33]4[C:37](=[CH:38][C:28]2=3)[CH2:36][CH2:35][O:34]4)[C:19]1=[O:18])[CH3:2], predict the reactants needed to synthesize it. The reactants are: [CH2:1]([C:3]1[CH:9]=[CH:8][CH:7]=[CH:6][C:4]=1[NH2:5])[CH3:2].C1(CN)CCCCC1.[O:18]=[C:19]1[C:27]2([CH2:31][O:30][C:29]3[CH:32]=[C:33]4[C:37](=[CH:38][C:28]2=3)[CH2:36][CH2:35][O:34]4)[C:26]2[C:21](=[CH:22][CH:23]=[CH:24][CH:25]=2)[N:20]1[CH2:39][C:40]1[CH:48]=[CH:47][CH:46]=[CH:45][C:41]=1[C:42](O)=[O:43].O=C1C2(COC3C=C4C(=CC2=3)CCO4)C2C(=CC=CC=2)N1CC1C=C(C=CC=1)C(O)=O. (3) Given the product [CH3:26][C:27]1[NH:28][C:29]2[C:34]([CH:35]=1)=[CH:33][C:32]([NH:36][C:2]1[CH:7]=[CH:6][N:5]=[C:4]3[CH:8]=[C:9]([C:11]4[N:16]=[C:15]([C:17]([N:19]5[CH2:24][CH2:23][N:22]([CH3:25])[CH2:21][CH2:20]5)=[O:18])[CH:14]=[CH:13][CH:12]=4)[S:10][C:3]=13)=[CH:31][CH:30]=2, predict the reactants needed to synthesize it. The reactants are: Cl[C:2]1[CH:7]=[CH:6][N:5]=[C:4]2[CH:8]=[C:9]([C:11]3[N:16]=[C:15]([C:17]([N:19]4[CH2:24][CH2:23][N:22]([CH3:25])[CH2:21][CH2:20]4)=[O:18])[CH:14]=[CH:13][CH:12]=3)[S:10][C:3]=12.[CH3:26][C:27]1[NH:28][C:29]2[C:34]([CH:35]=1)=[CH:33][C:32]([NH2:36])=[CH:31][CH:30]=2. (4) Given the product [C:37]([O:41][C:42]([N:44]1[CH2:45][CH2:46][CH:47]([O:50][C:51]2[C:60]3[C:55](=[CH:56][CH:57]=[CH:58][CH:59]=3)[C:54]([NH:61][C:5]([NH:6][C:7]3[N:8]([C:18]4[CH:19]=[CH:20][C:21]([CH3:24])=[CH:22][CH:23]=4)[N:9]=[C:10]([C:12]([CH2:16][F:17])([CH3:15])[CH2:13][F:14])[CH:11]=3)=[O:25])=[CH:53][N:52]=2)[CH2:48][CH2:49]1)=[O:43])([CH3:40])([CH3:38])[CH3:39], predict the reactants needed to synthesize it. The reactants are: ClC(Cl)(Cl)CO[C:5](=[O:25])[NH:6][C:7]1[N:8]([C:18]2[CH:23]=[CH:22][C:21]([CH3:24])=[CH:20][CH:19]=2)[N:9]=[C:10]([C:12]([CH2:16][F:17])([CH3:15])[CH2:13][F:14])[CH:11]=1.CCN(C(C)C)C(C)C.[C:37]([O:41][C:42]([N:44]1[CH2:49][CH2:48][CH:47]([O:50][C:51]2[C:60]3[C:55](=[CH:56][CH:57]=[CH:58][CH:59]=3)[C:54]([NH2:61])=[CH:53][N:52]=2)[CH2:46][CH2:45]1)=[O:43])([CH3:40])([CH3:39])[CH3:38].O. (5) Given the product [C:33]1([CH3:38])[C:32]([NH:31][C:8]2[O:9][C:10]([C:11]3[CH:16]=[CH:15][C:14]([N:17]4[CH2:22][CH2:21][N:20]([C:23]([O:25][C:26]([CH3:29])([CH3:28])[CH3:27])=[O:24])[CH2:19][CH2:18]4)=[CH:13][CH:12]=3)=[C:6]([C:4]([O:3][CH2:1][CH3:2])=[O:5])[N:7]=2)=[CH:37][CH:36]=[CH:35][CH:34]=1, predict the reactants needed to synthesize it. The reactants are: [CH2:1]([O:3][C:4]([C:6]1[N:7]=[C:8](I)[O:9][C:10]=1[C:11]1[CH:16]=[CH:15][C:14]([N:17]2[CH2:22][CH2:21][N:20]([C:23]([O:25][C:26]([CH3:29])([CH3:28])[CH3:27])=[O:24])[CH2:19][CH2:18]2)=[CH:13][CH:12]=1)=[O:5])[CH3:2].[NH2:31][C:32]1[C:33]([CH3:38])=[CH:34][CH:35]=[CH:36][CH:37]=1.C1(P(C2CCCCC2)C2C=CC=CC=2C2C(CCC)=CC(CCC)=CC=2CCC)CCCCC1.C(=O)([O-])[O-].[K+].[K+]. (6) The reactants are: [Br:1][C:2]1[CH:3]=[CH:4][C:5]([Cl:18])=[C:6]([C:8]2[NH:12][C:11]3[CH:13]=[CH:14][C:15]([F:17])=[CH:16][C:10]=3[N:9]=2)[CH:7]=1.[C:19](O[C:19]([O:21][C:22]([CH3:25])([CH3:24])[CH3:23])=[O:20])([O:21][C:22]([CH3:25])([CH3:24])[CH3:23])=[O:20]. Given the product [C:22]([O:21][C:19]([N:12]1[C:11]2[CH:13]=[CH:14][C:15]([F:17])=[CH:16][C:10]=2[N:9]=[C:8]1[C:6]1[CH:7]=[C:2]([Br:1])[CH:3]=[CH:4][C:5]=1[Cl:18])=[O:20])([CH3:25])([CH3:24])[CH3:23], predict the reactants needed to synthesize it. (7) Given the product [CH3:1][N:2]1[C:10]2[CH:9]=[CH:8][C:7]([CH3:11])=[CH:6][C:5]=2[C:4]2[CH2:12][C:13]3[C:18]([C:3]1=2)=[CH:17][CH:16]=[CH:15][C:14]=3[Li:23], predict the reactants needed to synthesize it. The reactants are: [CH3:1][N:2]1[C:10]2[CH:9]=[CH:8][C:7]([CH3:11])=[CH:6][C:5]=2[C:4]2[CH2:12][C:13]3[C:18]([C:3]1=2)=[CH:17][CH:16]=[CH:15][CH:14]=3.C([Li:23])CCC.